This data is from Experimentally validated miRNA-target interactions with 360,000+ pairs, plus equal number of negative samples. The task is: Binary Classification. Given a miRNA mature sequence and a target amino acid sequence, predict their likelihood of interaction. (1) The miRNA is hsa-miR-3122 with sequence GUUGGGACAAGAGGACGGUCUU. The protein sequence of the target gene is MLSLKLPRLFSIDQIPQVFHEQGILFGYRHPQSSATACILSLFQMTNETLNIWTHLLPFWFFAWRFVTALYMTDIKNDSYSWPMLVYMCTSCVYPLVSSCAHTFSSMSKNARHICYFLDYGAVNLFSLGSAIAYSAYTFPDALMCTTFHDYYVALAVLNTILSTGLSCYSRFLEIQKPRLCKVIRVLAFAYPYTWDSLPIFYRLFLFPGESAQNEATSYHQKHMIMTLLASFLYSAHLPERLAPGRFDYIGHSHQLFHVCVILATHMQMEAILLDKTLRKEWLLATSKPFSFSQIAGAIL.... Result: 1 (interaction). (2) The miRNA is hsa-miR-6778-5p with sequence AGUGGGAGGACAGGAGGCAGGU. The protein sequence of the target gene is MPGVCDRAPDFLSPSEDQVLRPALGSSVALNCTAWVVSGPHCSLPSVQWLKDGLPLGIGGHYSLHEYSWVKANLSEVLVSSVLGVNVTSTEVYGAFTCSIQNISFSSFTLQRAGPTSHVAAVLASLLVLLALLLAALLYVKCRLNVLLWYQDAYGEVEINDGKLYDAYVSYSDCPEDRKFVNFILKPQLERRRGYKLFLDDRDLLPRAEPSADLLVNLSRCRRLIVVLSDAFLSRAWCSHSFREGLCRLLELTRRPIFITFEGQRRDPAHPALRLLRQHRHLVTLLLWRPGSVTPSSDFW.... Result: 0 (no interaction). (3) The miRNA is hsa-miR-4687-3p with sequence UGGCUGUUGGAGGGGGCAGGC. The protein sequence of the target gene is MKVTGITILFWPLSMILLSDKIQSSKREVQCNFTEKNYTLIPADIKKDVTILDLSYNQITLNGTDTRVLQTYFLLTELYLIENKVTILHNNGFGNLSSLEILNICRNSIYVIQQGAFLGLNKLKQLYLCQNKIEQLNADVFVPLRSLKLLNLQGNLISYLDVPPLFHLELITLYGNLWNCSCSLFNLQNWLNTSNVTLENENITMCSYPNSLQSYNIKTVPHKAECHSKFPSSVTEDLYIHFQPISNSIFNSSSNNLTRNSEHEPLGKSWAFLVGVVVTVLTTSLLIFIAIKCPIWYNIL.... Result: 0 (no interaction).